Dataset: Aqueous solubility values for 9,982 compounds from the AqSolDB database. Task: Regression/Classification. Given a drug SMILES string, predict its absorption, distribution, metabolism, or excretion properties. Task type varies by dataset: regression for continuous measurements (e.g., permeability, clearance, half-life) or binary classification for categorical outcomes (e.g., BBB penetration, CYP inhibition). For this dataset (solubility_aqsoldb), we predict Y. (1) The molecule is Cc1ccc(C(=O)NC(Cc2ccccc2)C(O)C(=O)N2CSC(C)(C)C2C(=O)NC(C)(C)C)cc1. The Y is -4.11 log mol/L. (2) The molecule is Cc1ccc(C)cc1. The Y is -2.82 log mol/L. (3) The molecule is c1ccc(P(c2ccccc2)c2ccccc2)cc1. The Y is -6.20 log mol/L. (4) The compound is N#CCCCCCCC#N. The Y is -1.08 log mol/L. (5) The molecule is CC(=O)Oc1ccccc1C(=O)Oc1ccccc1. The Y is -4.11 log mol/L.